Dataset: Reaction yield outcomes from USPTO patents with 853,638 reactions. Task: Predict the reaction yield, written as a fraction of the theoretical maximum amount of product (1.0 means a 100% yield; for example, 0.34 means a 34% yield). (1) The reactants are [N:1]([C:4]1[N:14]=[C:7]2[CH:8]=[CH:9][C:10]([O:12][CH3:13])=[CH:11][N:6]2[N:5]=1)=[C:2]=S.[CH2:15]([N:17]([CH2:20][CH3:21])[CH2:18][CH3:19])C.[CH:22]([N:25]=C=NC(C)C)(C)C.[C:31](=[O:34])(O)[O-].[Na+].[CH:36](Cl)(Cl)Cl. The catalyst is CN(C)C=O. The product is [CH3:13][O:12][C:10]1[CH:9]=[CH:8][C:7]2[N:6]([N:5]=[C:4]([NH:1][C:2]3[O:34][C@:31]4([CH2:22][N:25]=3)[CH:36]3[CH2:21][CH2:20][N:17]([CH2:18][CH2:19]3)[CH2:15]4)[N:14]=2)[CH:11]=1. The yield is 0.420. (2) The reactants are [CH2:1]([O:8][CH2:9][CH:10]([C:12]1[C:13]([Cl:19])=[N:14][C:15]([Br:18])=[CH:16][CH:17]=1)O)[C:2]1[CH:7]=[CH:6][CH:5]=[CH:4][CH:3]=1.C(N(S(F)(F)[F:26])CC)C. The catalyst is C(Cl)Cl. The product is [CH2:1]([O:8][CH2:9][CH:10]([C:12]1[C:13]([Cl:19])=[N:14][C:15]([Br:18])=[CH:16][CH:17]=1)[F:26])[C:2]1[CH:7]=[CH:6][CH:5]=[CH:4][CH:3]=1. The yield is 0.320. (3) The reactants are F[C:2]1[CH:7]=[C:6]([C:8]2[C:16]3[C:11](=[N:12]C=C[C:15]=3[N:17]3CCN(C)C[CH2:18]3)[N:10]([CH2:24][O:25][CH2:26][CH2:27][Si:28]([CH3:31])([CH3:30])[CH3:29])[CH:9]=2)[CH:5]=[CH:4][N:3]=1.[NH2:32]C1C=C(B2OC(C)(C)C(C)(C)O2)C=CN=1.C1(C)C=CC=CC=1.[C:55](=[O:58])([O-])[O-].[Na+].[Na+]. The yield is 0.250. The catalyst is C(O)C.O.C1C=CC([P]([Pd]([P](C2C=CC=CC=2)(C2C=CC=CC=2)C2C=CC=CC=2)([P](C2C=CC=CC=2)(C2C=CC=CC=2)C2C=CC=CC=2)[P](C2C=CC=CC=2)(C2C=CC=CC=2)C2C=CC=CC=2)(C2C=CC=CC=2)C2C=CC=CC=2)=CC=1. The product is [CH3:55][O:58][C:15]1[C:16]2[C:8]([C:6]3[CH:5]=[CH:4][N:3]=[C:2]([NH2:32])[CH:7]=3)=[CH:9][N:10]([CH2:24][O:25][CH2:26][CH2:27][Si:28]([CH3:31])([CH3:30])[CH3:29])[C:11]=2[N:12]=[CH:18][N:17]=1. (4) The reactants are [F:1][C:2]1[CH:3]=[C:4]([C@@H:9]2[CH2:13][N:12]([CH2:14][CH2:15][O:16][CH3:17])[CH2:11][C@H:10]2[NH:18][C:19]([NH:21][C:22]2[N:26]([C:27]3[CH:32]=[CH:31][CH:30]=[CH:29][CH:28]=3)[N:25]=[C:24]([C:33]3[CH:34]=[N:35][NH:36][CH:37]=3)[C:23]=2[CH3:38])=[O:20])[CH:5]=[CH:6][C:7]=1[F:8].[CH:39]1([C:42](Cl)=[O:43])[CH2:41][CH2:40]1.CCN(C(C)C)C(C)C. The catalyst is C(Cl)Cl. The product is [CH:39]1([C:42]([N:35]2[CH:34]=[C:33]([C:24]3[C:23]([CH3:38])=[C:22]([NH:21][C:19]([NH:18][C@H:10]4[C@H:9]([C:4]5[CH:5]=[CH:6][C:7]([F:8])=[C:2]([F:1])[CH:3]=5)[CH2:13][N:12]([CH2:14][CH2:15][O:16][CH3:17])[CH2:11]4)=[O:20])[N:26]([C:27]4[CH:32]=[CH:31][CH:30]=[CH:29][CH:28]=4)[N:25]=3)[CH:37]=[N:36]2)=[O:43])[CH2:41][CH2:40]1. The yield is 0.460. (5) The reactants are C(O[N:5]=[C:6]([C:8]1[CH:13]=[C:12]([CH3:14])[C:11]([Br:15])=[CH:10][C:9]=1[OH:16])[CH3:7])(=O)C.CC(=O)OCC. The catalyst is C(Cl)Cl.CCCCCC. The product is [Br:15][C:11]1[C:12]([CH3:14])=[CH:13][C:8]2[C:6]([CH3:7])=[N:5][O:16][C:9]=2[CH:10]=1. The yield is 0.233. (6) The reactants are [CH2:1]([C:8]1[N:9]=[N:10][C:11](Cl)=[C:12]([CH3:15])[C:13]=1[CH3:14])[C:2]1[CH:7]=[CH:6][CH:5]=[CH:4][CH:3]=1.[CH2:17]([O:19][C:20]([C:22]1([CH3:28])[CH2:27][CH2:26][NH:25][CH2:24][CH2:23]1)=[O:21])[CH3:18].CCN(C(C)C)C(C)C. The catalyst is CN1C(=O)CCC1. The product is [CH2:17]([O:19][C:20]([C:22]1([CH3:28])[CH2:27][CH2:26][N:25]([C:11]2[N:10]=[N:9][C:8]([CH2:1][C:2]3[CH:7]=[CH:6][CH:5]=[CH:4][CH:3]=3)=[C:13]([CH3:14])[C:12]=2[CH3:15])[CH2:24][CH2:23]1)=[O:21])[CH3:18]. The yield is 0.410. (7) The reactants are [S:1]1[CH2:5][CH2:4][N:3]=[C:2]1[NH:6][C:7]([C:9]1[CH:10]=[C:11](B(O)O)[CH:12]=[CH:13][CH:14]=1)=[O:8].I[C:19]1[C:27]2[C:22](=[N:23][CH:24]=[N:25][C:26]=2[NH2:28])[N:21]([CH:29]([CH3:31])[CH3:30])[N:20]=1.C([O-])([O-])=O.[Na+].[Na+]. The catalyst is CCO.COCCOC.C1C=CC([P]([Pd]([P](C2C=CC=CC=2)(C2C=CC=CC=2)C2C=CC=CC=2)([P](C2C=CC=CC=2)(C2C=CC=CC=2)C2C=CC=CC=2)[P](C2C=CC=CC=2)(C2C=CC=CC=2)C2C=CC=CC=2)(C2C=CC=CC=2)C2C=CC=CC=2)=CC=1. The product is [NH2:28][C:26]1[N:25]=[CH:24][N:23]=[C:22]2[N:21]([CH:29]([CH3:31])[CH3:30])[N:20]=[C:19]([C:11]3[CH:10]=[C:9]([CH:14]=[CH:13][CH:12]=3)[C:7]([NH:6][C:2]3[S:1][CH2:5][CH2:4][N:3]=3)=[O:8])[C:27]=12. The yield is 0.670. (8) The reactants are O1CCCCC1[N:7]1[C:15]2[C:10](=[CH:11][C:12]([C:16]3[N:20]=[CH:19][N:18](C(C4C=CC=CC=4)(C4C=CC=CC=4)C4C=CC=CC=4)[N:17]=3)=[CH:13][CH:14]=2)[C:9]([C:40]2[CH:41]=[C:42]([NH2:46])[CH:43]=[CH:44][CH:45]=2)=[N:8]1.[Cl:47][C:48]1[CH:55]=[C:54]([Cl:56])[CH:53]=[CH:52][C:49]=1[CH2:50]Cl.[OH2:57]. The catalyst is N1C=CC=CC=1. The product is [NH:18]1[CH:19]=[N:20][C:16]([C:12]2[CH:11]=[C:10]3[C:15](=[CH:14][CH:13]=2)[NH:7][N:8]=[C:9]3[C:40]2[CH:41]=[C:42]([NH:46][C:50]([C:49]3[CH:52]=[CH:53][C:54]([Cl:56])=[CH:55][C:48]=3[Cl:47])=[O:57])[CH:43]=[CH:44][CH:45]=2)=[N:17]1. The yield is 0.550. (9) The reactants are [CH:1]1(/[CH:4]=[C:5](\[CH3:9])/[C:6](=[O:8])[CH3:7])[CH2:3][CH2:2]1.C(N(CC)CC)C.FC(F)(F)S(O[Si:23]([CH2:28][CH3:29])([CH2:26][CH3:27])[CH2:24][CH3:25])(=O)=O. The catalyst is CCCCCCC.CCOCC. The product is [CH:1]1(/[CH:4]=[C:5](\[CH3:9])/[C:6]([O:8][Si:23]([CH2:28][CH3:29])([CH2:26][CH3:27])[CH2:24][CH3:25])=[CH2:7])[CH2:3][CH2:2]1. The yield is 0.820.